This data is from Full USPTO retrosynthesis dataset with 1.9M reactions from patents (1976-2016). The task is: Predict the reactants needed to synthesize the given product. (1) The reactants are: [CH3:1][S:2]([C:5]1[CH:10]=[CH:9][C:8]([C:11]2[C:12]3[N:13]([N:17]=[C:18]([NH2:20])[N:19]=3)[CH:14]=[CH:15][CH:16]=2)=[CH:7][CH:6]=1)(=[O:4])=[O:3].Br[C:22]1[CH:27]=[CH:26][C:25]([S:28]([CH3:31])(=[O:30])=[O:29])=[CH:24][CH:23]=1.C1(P(C2CCCCC2)C2C=CC=CC=2C2C=CC=CC=2P(C2CCCCC2)C2CCCCC2)CCCCC1. Given the product [CH3:31][S:28]([C:25]1[CH:26]=[CH:27][C:22]([NH:20][C:18]2[N:19]=[C:12]3[C:11]([C:8]4[CH:9]=[CH:10][C:5]([S:2]([CH3:1])(=[O:3])=[O:4])=[CH:6][CH:7]=4)=[CH:16][CH:15]=[CH:14][N:13]3[N:17]=2)=[CH:23][CH:24]=1)(=[O:30])=[O:29], predict the reactants needed to synthesize it. (2) Given the product [CH3:13][N:14]([CH2:2][C:3]1[CH:12]=[CH:11][C:6]([C:7]([O:9][CH3:10])=[O:8])=[CH:5][CH:4]=1)[CH3:15], predict the reactants needed to synthesize it. The reactants are: Br[CH2:2][C:3]1[CH:12]=[CH:11][C:6]([C:7]([O:9][CH3:10])=[O:8])=[CH:5][CH:4]=1.[CH3:13][NH:14][CH3:15].O. (3) Given the product [CH:2]([N:5]1[C:10]([C:11](=[O:13])[CH3:12])=[CH:14][N:8]=[C:6]1[CH3:7])([CH3:4])[CH3:3], predict the reactants needed to synthesize it. The reactants are: Cl.[CH:2]([NH:5][C:6](=[NH:8])[CH3:7])([CH3:4])[CH3:3].Cl[CH:10]([CH:14](OCC)OCC)[C:11](=[O:13])[CH3:12].C(=O)([O-])[O-].[K+].[K+]. (4) Given the product [CH2:1]([O:8][C:9]1[CH:10]=[CH:11][C:12]([CH2:13][C:14]([CH3:28])([CH2:20][CH2:21][CH2:22][CH3:23])[C:15]([O:17][CH2:18][CH3:19])=[O:16])=[CH:24][CH:25]=1)[C:2]1[CH:3]=[CH:4][CH:5]=[CH:6][CH:7]=1, predict the reactants needed to synthesize it. The reactants are: [CH2:1]([O:8][C:9]1[CH:25]=[CH:24][C:12]([CH2:13][CH:14]([CH2:20][CH2:21][CH2:22][CH3:23])[C:15]([O:17][CH2:18][CH3:19])=[O:16])=[CH:11][CH:10]=1)[C:2]1[CH:7]=[CH:6][CH:5]=[CH:4][CH:3]=1.CI.[CH:28]1(NC(C)C)CCCCC1. (5) Given the product [CH2:1]([O:8][C:9]1[C:18]2[C:13](=[C:14]([O:19][CH3:20])[CH:15]=[CH:16][CH:17]=2)[N:12]=[C:11]([CH2:21][O:22][C:36]2[CH:35]=[CH:34][CH:33]=[C:32]([O:31][CH2:30][CH:27]3[CH2:26][CH2:25][O:24][CH2:29][CH2:28]3)[CH:37]=2)[C:10]=1[CH3:23])[C:2]1[CH:3]=[CH:4][CH:5]=[CH:6][CH:7]=1, predict the reactants needed to synthesize it. The reactants are: [CH2:1]([O:8][C:9]1[C:18]2[C:13](=[C:14]([O:19][CH3:20])[CH:15]=[CH:16][CH:17]=2)[N:12]=[C:11]([CH2:21][OH:22])[C:10]=1[CH3:23])[C:2]1[CH:7]=[CH:6][CH:5]=[CH:4][CH:3]=1.[O:24]1[CH2:29][CH2:28][CH:27]([CH2:30][O:31][C:32]2[CH:33]=[C:34](O)[CH:35]=[CH:36][CH:37]=2)[CH2:26][CH2:25]1.C1CCN(C(/N=N/C(N2CCCCC2)=O)=O)CC1.C(P(CCCC)CCCC)CCC. (6) Given the product [F:10][C:11]1[CH:16]=[CH:15][C:14]([C:17]2[C:18](=[O:32])[NH:19][NH:20][C:21]=2[C:22]2[CH:27]=[CH:26][N:25]=[C:24]([O:7][C:1]3[CH:6]=[CH:5][CH:4]=[CH:3][CH:2]=3)[N:23]=2)=[CH:13][CH:12]=1, predict the reactants needed to synthesize it. The reactants are: [C:1]1([OH:7])[CH:6]=[CH:5][CH:4]=[CH:3][CH:2]=1.[H-].[Na+].[F:10][C:11]1[CH:16]=[CH:15][C:14]([C:17]2[C:18](=[O:32])[NH:19][NH:20][C:21]=2[C:22]2[CH:27]=[CH:26][N:25]=[C:24](S(C)(=O)=O)[N:23]=2)=[CH:13][CH:12]=1. (7) The reactants are: CC1C=CC(S(O[CH2:12][CH:13]2[CH2:17][C:16]3[CH:18]=[C:19]([Cl:30])[CH:20]=[C:21](OS(C(F)(F)F)(=O)=O)[C:15]=3[O:14]2)(=O)=O)=CC=1.[Cl:31][C:32]1[CH:37]=[CH:36][CH:35]=[CH:34][C:33]=1B(O)O.C(=O)([O-])[O-].[K+].[K+].C(C1C=CC=CC=1B1OC(C)(C)C(C)(C)O1)(C)C.CC1C=CC(S(OCC2CC3C=C(Cl)C=C(C4C=CC=CC=4Cl)C=3O2)(=O)=O)=CC=1.S(C1C=CC(C)=CC=1)([O-])(=O)=O.[N-:105]=[N+]=[N-].[Na+].N(CC1CC2C=C(Cl)C=C(C3C=CC=CC=3C)C=2O1)=[N+]=[N-].[N-]=[N+]=[N-]. Given the product [Cl:30][C:19]1[CH:20]=[C:21]([C:33]2[CH:34]=[CH:35][CH:36]=[CH:37][C:32]=2[Cl:31])[C:15]2[O:14][CH:13]([CH2:12][NH2:105])[CH2:17][C:16]=2[CH:18]=1, predict the reactants needed to synthesize it.